Dataset: Catalyst prediction with 721,799 reactions and 888 catalyst types from USPTO. Task: Predict which catalyst facilitates the given reaction. (1) Reactant: [NH2:1][C@@H:2]([C:6]([O:8][C:9]([CH3:12])([CH3:11])[CH3:10])=[O:7])[CH:3]([CH3:5])[CH3:4].C(N(CC)CC)C.[CH:20]1[C:28]2[C:27]3[CH2:29][CH2:30][CH2:31][CH2:32][C:26]=3[O:25][C:24]=2[CH:23]=[C:22]([S:33](Cl)(=[O:35])=[O:34])[CH:21]=1.Cl. Product: [C:9]([O:8][C:6](=[O:7])[CH:2]([NH:1][S:33]([C:22]1[CH:21]=[CH:20][C:28]2[C:27]3[CH2:29][CH2:30][CH2:31][CH2:32][C:26]=3[O:25][C:24]=2[CH:23]=1)(=[O:34])=[O:35])[CH:3]([CH3:5])[CH3:4])([CH3:10])([CH3:12])[CH3:11]. The catalyst class is: 253. (2) Reactant: [NH2:1][C:2]1[CH:7]=[CH:6][C:5]([S:8]([NH:11][C:12]2[CH:13]=[CH:14][C:15]3[CH2:19][O:18][B:17]([OH:20])[C:16]=3[CH:21]=2)(=[O:10])=[O:9])=[C:4]([CH2:22][NH2:23])[CH:3]=1.Cl[C:25]([O:27][CH2:28][CH:29]([CH3:31])[CH3:30])=[O:26]. Product: [NH2:1][C:2]1[CH:7]=[CH:6][C:5]([S:8](=[O:9])(=[O:10])[NH:11][C:12]2[CH:13]=[CH:14][C:15]3[CH2:19][O:18][B:17]([OH:20])[C:16]=3[CH:21]=2)=[C:4]([CH:3]=1)[CH2:22][NH:23][C:25](=[O:26])[O:27][CH2:28][CH:29]([CH3:31])[CH3:30]. The catalyst class is: 1.